This data is from Peptide-MHC class I binding affinity with 185,985 pairs from IEDB/IMGT. The task is: Regression. Given a peptide amino acid sequence and an MHC pseudo amino acid sequence, predict their binding affinity value. This is MHC class I binding data. (1) The peptide sequence is GPKVKQWPL. The MHC is HLA-B44:02 with pseudo-sequence HLA-B44:02. The binding affinity (normalized) is 0. (2) The peptide sequence is LLKCVSDSW. The MHC is Mamu-B17 with pseudo-sequence Mamu-B17. The binding affinity (normalized) is 0.404. (3) The peptide sequence is IPLGGNGAM. The MHC is HLA-C04:01 with pseudo-sequence HLA-C04:01. The binding affinity (normalized) is 0.213. (4) The peptide sequence is SDYLELDTI. The MHC is HLA-A31:01 with pseudo-sequence HLA-A31:01. The binding affinity (normalized) is 0.